This data is from Reaction yield outcomes from USPTO patents with 853,638 reactions. The task is: Predict the reaction yield, written as a fraction of the theoretical maximum amount of product (1.0 means a 100% yield; for example, 0.34 means a 34% yield). (1) The reactants are [C:1]([NH:4][CH2:5][CH2:6][C:7]1[CH:12]=[CH:11][CH:10]=[C:9]([NH2:13])[CH:8]=1)(=[O:3])[CH3:2].Cl[C:15]([O:17][CH2:18][CH3:19])=[O:16].O. The catalyst is N1C=CC=CC=1. The product is [C:1]([NH:4][CH2:5][CH2:6][C:7]1[CH:12]=[CH:11][CH:10]=[C:9]([NH:13][C:15]([O:17][CH2:18][CH3:19])=[O:16])[CH:8]=1)(=[O:3])[CH3:2]. The yield is 0.970. (2) The reactants are [C:1](Cl)(=[O:4])[CH:2]=[CH2:3].[CH3:6][N:7]1[CH2:14][C@@H:13]2[C@@H:9]([N:10]([C:15]3[CH:20]=[C:19]([O:21][CH3:22])[C:18]([NH:23][C:24]4[N:29]=[C:28]([C:30]5[CH:31]=[N:32][N:33]6[CH2:38][CH2:37][CH2:36][CH2:35][C:34]=56)[CH:27]=[CH:26][N:25]=4)=[CH:17][C:16]=3[NH2:39])[CH2:11][CH2:12]2)[CH2:8]1. The catalyst is C1COCC1.C(Cl)Cl. The product is [CH3:6][N:7]1[CH2:14][C@@H:13]2[C@@H:9]([N:10]([C:15]3[CH:20]=[C:19]([O:21][CH3:22])[C:18]([NH:23][C:24]4[N:29]=[C:28]([C:30]5[CH:31]=[N:32][N:33]6[CH2:38][CH2:37][CH2:36][CH2:35][C:34]=56)[CH:27]=[CH:26][N:25]=4)=[CH:17][C:16]=3[NH:39][C:1](=[O:4])[CH:2]=[CH2:3])[CH2:11][CH2:12]2)[CH2:8]1. The yield is 0.140.